Dataset: Reaction yield outcomes from USPTO patents with 853,638 reactions. Task: Predict the reaction yield, written as a fraction of the theoretical maximum amount of product (1.0 means a 100% yield; for example, 0.34 means a 34% yield). The reactants are S1C2C=CC=CC=2C(CCO)=C1.[O:13]1[C:17]2[CH:18]=[CH:19][CH:20]=[CH:21][C:16]=2[C:15]([CH2:22][CH2:23][C:24](O)=[O:25])=[CH:14]1.[H-].[Al+3].[Li+].[H-].[H-].[H-].C(Cl)Cl.CO. The catalyst is O1CCCC1. The product is [O:13]1[C:17]2[CH:18]=[CH:19][CH:20]=[CH:21][C:16]=2[C:15]([CH2:22][CH2:23][CH2:24][OH:25])=[CH:14]1. The yield is 0.900.